This data is from Reaction yield outcomes from USPTO patents with 853,638 reactions. The task is: Predict the reaction yield, written as a fraction of the theoretical maximum amount of product (1.0 means a 100% yield; for example, 0.34 means a 34% yield). (1) The reactants are [CH2:1]=[C:2]1[CH2:8][CH:7]2[N:9]([C:10]([O:12][C:13]([CH3:16])([CH3:15])[CH3:14])=[O:11])[CH:4]([CH2:5][CH2:6]2)[CH2:3]1.[OH-:17].[Na+].OO. The catalyst is C1COCC1. The product is [OH:17][CH2:1][CH:2]1[CH2:3][CH:4]2[N:9]([C:10]([O:12][C:13]([CH3:16])([CH3:15])[CH3:14])=[O:11])[CH:7]([CH2:6][CH2:5]2)[CH2:8]1. The yield is 0.900. (2) The reactants are [N+:1]([C:4]1[CH:5]=[C:6]([O:18][C:19]([F:22])([F:21])[F:20])[CH:7]=[C:8]2[C:12]=1[NH:11][C:10]([C:13]([O:15][CH2:16][CH3:17])=[O:14])=[CH:9]2)([O-])=O. The catalyst is [C].[Pd].O1CCCC1. The product is [NH2:1][C:4]1[CH:5]=[C:6]([O:18][C:19]([F:22])([F:20])[F:21])[CH:7]=[C:8]2[C:12]=1[NH:11][C:10]([C:13]([O:15][CH2:16][CH3:17])=[O:14])=[CH:9]2. The yield is 0.950.